Predict the reactants needed to synthesize the given product. From a dataset of Full USPTO retrosynthesis dataset with 1.9M reactions from patents (1976-2016). (1) Given the product [Cl:36][C:37]1[CH:38]=[CH:39][C:40]([CH2:41][N:42]2[CH2:43][CH2:44][CH:45]([NH:48][CH2:14][C@@:15]([OH:16])([CH3:18])[CH2:17][O:29][C:22]3[CH:21]=[C:20]([F:19])[CH:25]=[CH:24][C:23]=3[CH2:26][C:27]#[N:28])[CH2:46][CH2:47]2)=[CH:49][CH:50]=1, predict the reactants needed to synthesize it. The reactants are: [N+](C1C=C(S(O[CH2:14][C@:15]2([CH3:18])[CH2:17][O:16]2)(=O)=O)C=CC=1)([O-])=O.[F:19][C:20]1[CH:25]=[CH:24][C:23]([CH2:26][C:27]#[N:28])=[C:22]([OH:29])[CH:21]=1.C([O-])([O-])=O.[Cs+].[Cs+].[Cl:36][C:37]1[CH:50]=[CH:49][C:40]([CH2:41][N:42]2[CH2:47][CH2:46][CH:45]([NH2:48])[CH2:44][CH2:43]2)=[CH:39][CH:38]=1. (2) Given the product [Cl:1][C:2]1[C:3]([F:29])=[C:4]([CH:26]=[CH:27][CH:28]=1)[NH:5][C:6]1[C:15]2[C:10](=[CH:11][C:12]([O:24][CH3:25])=[C:13]([O:16][CH2:17][CH:18]3[CH2:23][CH2:22][N:21]([C:30]#[N:33])[CH2:20][CH2:19]3)[CH:14]=2)[N:9]=[CH:8][N:7]=1, predict the reactants needed to synthesize it. The reactants are: [Cl:1][C:2]1[C:3]([F:29])=[C:4]([CH:26]=[CH:27][CH:28]=1)[NH:5][C:6]1[C:15]2[C:10](=[CH:11][C:12]([O:24][CH3:25])=[C:13]([O:16][CH2:17][CH:18]3[CH2:23][CH2:22][NH:21][CH2:20][CH2:19]3)[CH:14]=2)[N:9]=[CH:8][N:7]=1.[CH:30]([N:33](C(C)C)CC)(C)C.N#CBr. (3) The reactants are: [S:1]1[CH:5]=[CH:4][CH:3]=[C:2]1[C:6]1[O:10][N:9]=[C:8]([C:11]([OH:13])=O)[CH:7]=1.[CH3:14][O:15][C:16]1[CH:25]=[C:24]2[C:19]([N:20]=[CH:21][C:22]([S:26][CH2:27][CH2:28][N:29]3[CH2:34][CH2:33][CH:32]([NH2:35])[CH2:31][CH2:30]3)=[N:23]2)=[CH:18][CH:17]=1.ON1C2C=CC=CC=2N=N1.Cl.CN(C)CCCN=C=NCC.C(N(CC)C(C)C)(C)C. Given the product [CH3:14][O:15][C:16]1[CH:25]=[C:24]2[C:19]([N:20]=[CH:21][C:22]([S:26][CH2:27][CH2:28][N:29]3[CH2:30][CH2:31][CH:32]([NH:35][C:11]([C:8]4[CH:7]=[C:6]([C:2]5[S:1][CH:5]=[CH:4][CH:3]=5)[O:10][N:9]=4)=[O:13])[CH2:33][CH2:34]3)=[N:23]2)=[CH:18][CH:17]=1, predict the reactants needed to synthesize it. (4) Given the product [Br:1][C:2]1[CH:3]=[C:4]2[C:9](=[CH:10][C:11]=1[Cl:24])[C:8](=[O:12])[NH:7][CH:6]=[CH:5]2, predict the reactants needed to synthesize it. The reactants are: [Br:1][C:2]1[CH:3]=[C:4]2[C:9](=[CH:10][CH:11]=1)[C:8](=[O:12])[NH:7][CH:6]=[CH:5]2.BrC1C=C2C(=CC=1[Cl:24])C(Cl)=NC=C2.